Dataset: Forward reaction prediction with 1.9M reactions from USPTO patents (1976-2016). Task: Predict the product of the given reaction. (1) Given the reactants CC1(C)C(C)(C)OB([C:9]2[NH:17][C:16]3[CH2:15][CH2:14][NH:13][C:12](=[O:18])[C:11]=3[CH:10]=2)O1.CC(C1C=C(C(C)C)C(C2C=CC=CC=2P(C2CCCCC2)C2CCCCC2)=C(C(C)C)C=1)C.Br[C:55]1[CH:56]=[CH:57][CH:58]=[C:59]2[C:64]=1[N:63]=[C:62]([NH:65][C:66]([CH3:69])([CH3:68])[CH3:67])[N:61]=[CH:60]2, predict the reaction product. The product is: [C:66]([NH:65][C:62]1[N:61]=[CH:60][C:59]2[C:64](=[C:55]([C:9]3[NH:17][C:16]4[CH2:15][CH2:14][NH:13][C:12](=[O:18])[C:11]=4[CH:10]=3)[CH:56]=[CH:57][CH:58]=2)[N:63]=1)([CH3:69])([CH3:67])[CH3:68]. (2) The product is: [CH2:1]([N:5]1[C:13]2[C:8](=[N:9][C:10]([Cl:15])=[N:11][C:12]=2[Cl:14])[N:7]([CH3:19])[C:6]1=[O:16])[C:2]#[C:3][CH3:4]. Given the reactants [CH2:1]([N:5]1[C:13]2[C:8](=[N:9][C:10]([Cl:15])=[N:11][C:12]=2[Cl:14])[NH:7][C:6]1=[O:16])[C:2]#[C:3][CH3:4].CI.[C:19](=O)([O-])[O-].[K+].[K+].O, predict the reaction product. (3) The product is: [Cl:14][C:15]1[CH:16]=[C:17]([C:23]([F:24])([F:25])[F:26])[CH:18]=[C:19]([F:22])[C:20]=1[O:7][C:8]1[CH:12]=[C:11]([CH3:13])[NH:10][N:9]=1. Given the reactants C(=O)([O-])[O-].[K+].[K+].[OH:7][C:8]1[CH:12]=[C:11]([CH3:13])[NH:10][N:9]=1.[Cl:14][C:15]1[CH:16]=[C:17]([C:23]([F:26])([F:25])[F:24])[CH:18]=[C:19]([F:22])[C:20]=1F.Cl, predict the reaction product.